This data is from Experimentally validated miRNA-target interactions with 360,000+ pairs, plus equal number of negative samples. The task is: Binary Classification. Given a miRNA mature sequence and a target amino acid sequence, predict their likelihood of interaction. (1) The miRNA is hsa-miR-4292 with sequence CCCCUGGGCCGGCCUUGG. The protein sequence of the target gene is MMEGSRQTRVSRPYKISESSKVYRWADHSSTVLQRLNEQRLRGLFCDVVLVADEQRVPAHRNLLAVCSDYFNSMFTIGMREAFQKEVELIGASYIGLKAVVDFLYGGELVLDGGNIDYVLETAHLLQIWTVVDFCCEYLEQEVSEDNYLYLQELASIYSLKRLDAFIDGFILNHFGTLSFTPDFLQNVSMQKLCVYLSSSEVQRECEHDLLQAALQWLTQQPEREAHARQVLENIHFPLIPKNDLLHRVKPAVCSLLPKEANCEGFIEEAVRYHNNLAAQPVMQTKRTALRTNQERLLFV.... Result: 1 (interaction). (2) The miRNA is hsa-miR-6124 with sequence GGGAAAAGGAAGGGGGAGGA. The protein sequence of the target gene is MGEKKPEPLDFVKDFQEYLTQQTHHVNMISGSVSGDKEAEALQGAGTDGDQNGLDHPSVEVSLDENSGMLVDGFERTFDGKLKCRYCNYASKGTARLIEHIRIHTGEKPHRCHLCPFASAYERHLEAHMRSHTGEKPYKCELCSFRCSDRSNLSHHRRRKHKMVPIKGTRSSLSSKKMWGVLQKKTSNLGYSRRALINLSPPSMVVQKPDYLNDFTHEIPNIQTDSYESMAKTTPTGGLPRDPQELMVDNPLNQLSTLAGQLSSLPPENQNPASPDVVPCPDEKPFMIQQPSTQAVVSAV.... Result: 1 (interaction).